This data is from Reaction yield outcomes from USPTO patents with 853,638 reactions. The task is: Predict the reaction yield, written as a fraction of the theoretical maximum amount of product (1.0 means a 100% yield; for example, 0.34 means a 34% yield). The reactants are O.Cl.Cl.[NH2:4][CH2:5][C:6]1[NH:7][C:8]2[CH:14]=[CH:13][CH:12]=[CH:11][C:9]=2[N:10]=1.C([O-])(O)=O.[Na+].Br[CH2:21][CH2:22][CH2:23][C:24]#[N:25]. The catalyst is CN(C=O)C. The product is [N:10]1[C:9]2[CH:11]=[CH:12][CH:13]=[CH:14][C:8]=2[NH:7][C:6]=1[CH2:5][NH:4][CH2:21][CH2:22][CH2:23][C:24]#[N:25]. The yield is 0.350.